From a dataset of Reaction yield outcomes from USPTO patents with 853,638 reactions. Predict the reaction yield, written as a fraction of the theoretical maximum amount of product (1.0 means a 100% yield; for example, 0.34 means a 34% yield). The reactants are [NH:1]1[CH2:6][CH2:5][CH:4]([CH2:7][O:8][C:9]2[CH:18]=[CH:17][CH:16]=[C:15]3[C:10]=2[C:11]([NH2:20])=[N:12][C:13]([NH2:19])=[N:14]3)[CH2:3][CH2:2]1.[C:21]1([CH3:30])[CH:26]=[CH:25][CH:24]=[C:23]([C:27](Cl)=[O:28])[CH:22]=1. No catalyst specified. The product is [NH2:19][C:13]1[N:12]=[C:11]([NH2:20])[C:10]2[C:15](=[CH:16][CH:17]=[CH:18][C:9]=2[O:8][CH2:7][CH:4]2[CH2:5][CH2:6][N:1]([C:27]([C:23]3[CH:22]=[C:21]([CH3:30])[CH:26]=[CH:25][CH:24]=3)=[O:28])[CH2:2][CH2:3]2)[N:14]=1. The yield is 0.660.